From a dataset of Forward reaction prediction with 1.9M reactions from USPTO patents (1976-2016). Predict the product of the given reaction. (1) Given the reactants [CH3:1][CH:2]([CH3:24])[CH2:3][CH2:4][NH:5][C:6]([C:8]1[C:9]([C:20]([F:23])([F:22])[F:21])=[N:10][C:11]([N:14]2[CH2:19][CH2:18][NH:17][CH2:16][CH2:15]2)=[N:12][CH:13]=1)=[O:7].C(N(C(C)C)CC)(C)C.[F:34][C:35]([F:46])([F:45])[C:36]1[CH:44]=[CH:43][CH:42]=[CH:41][C:37]=1[C:38](Cl)=[O:39], predict the reaction product. The product is: [CH3:1][CH:2]([CH3:24])[CH2:3][CH2:4][NH:5][C:6]([C:8]1[C:9]([C:20]([F:23])([F:21])[F:22])=[N:10][C:11]([N:14]2[CH2:19][CH2:18][N:17]([C:38](=[O:39])[C:37]3[CH:41]=[CH:42][CH:43]=[CH:44][C:36]=3[C:35]([F:34])([F:45])[F:46])[CH2:16][CH2:15]2)=[N:12][CH:13]=1)=[O:7]. (2) The product is: [Cl:19][C:20]1[CH:21]=[CH:22][C:23]([S:26]([N:29]2[CH2:30][CH2:31][S:32](=[N:18][S:15]([C:12]3[CH:11]=[CH:10][C:9]([O:8][CH2:7][C:3]4[CH:2]=[N:1][CH:6]=[CH:5][CH:4]=4)=[CH:14][CH:13]=3)(=[O:16])=[O:17])[CH2:33][CH2:34]2)(=[O:28])=[O:27])=[CH:24][CH:25]=1. Given the reactants [N:1]1[CH:6]=[CH:5][CH:4]=[C:3]([CH2:7][O:8][C:9]2[CH:14]=[CH:13][C:12]([S:15]([NH2:18])(=[O:17])=[O:16])=[CH:11][CH:10]=2)[CH:2]=1.[Cl:19][C:20]1[CH:25]=[CH:24][C:23]([S:26]([N:29]2[CH2:34][CH2:33][S:32][CH2:31][CH2:30]2)(=[O:28])=[O:27])=[CH:22][CH:21]=1.[OH-].[Na+].ClN1C(=O)CCC1=O, predict the reaction product. (3) Given the reactants [CH3:1][O:2][C:3]1[CH:40]=[CH:39][C:6]([CH2:7][N:8]([CH2:30][C:31]2[CH:36]=[CH:35][C:34]([O:37][CH3:38])=[CH:33][CH:32]=2)[C:9]2[N:14]=[CH:13][C:12]([C:15]3[C:16]4[CH2:29][CH2:28][NH:27][C:17]=4[N:18]=[C:19]([N:21]4[CH2:26][CH2:25][O:24][CH2:23][CH2:22]4)[N:20]=3)=[CH:11][N:10]=2)=[CH:5][CH:4]=1.Br[C:42]1[CH:43]=[C:44]([CH2:48][C:49]([N:51]2[CH2:56][CH2:55][N:54]([CH3:57])[CH2:53][CH2:52]2)=[O:50])[CH:45]=[CH:46][CH:47]=1, predict the reaction product. The product is: [CH3:38][O:37][C:34]1[CH:33]=[CH:32][C:31]([CH2:30][N:8]([CH2:7][C:6]2[CH:5]=[CH:4][C:3]([O:2][CH3:1])=[CH:40][CH:39]=2)[C:9]2[N:10]=[CH:11][C:12]([C:15]3[C:16]4[CH2:29][CH2:28][N:27]([C:42]5[CH:43]=[C:44]([CH2:48][C:49]([N:51]6[CH2:52][CH2:53][N:54]([CH3:57])[CH2:55][CH2:56]6)=[O:50])[CH:45]=[CH:46][CH:47]=5)[C:17]=4[N:18]=[C:19]([N:21]4[CH2:26][CH2:25][O:24][CH2:23][CH2:22]4)[N:20]=3)=[CH:13][N:14]=2)=[CH:36][CH:35]=1. (4) Given the reactants I[C:2]1[CH:7]=[CH:6][C:5]([Br:8])=[CH:4][CH:3]=1.C(N(CC)CC)C.[CH2:16]([O:18][SiH:19]([O:23][CH2:24][CH3:25])[O:20][CH2:21][CH3:22])[CH3:17], predict the reaction product. The product is: [Br:8][C:5]1[CH:6]=[CH:7][C:2]([Si:19]([O:23][CH2:24][CH3:25])([O:20][CH2:21][CH3:22])[O:18][CH2:16][CH3:17])=[CH:3][CH:4]=1.